This data is from Full USPTO retrosynthesis dataset with 1.9M reactions from patents (1976-2016). The task is: Predict the reactants needed to synthesize the given product. (1) Given the product [C:1]([NH:5][C:6]1[CH:11]=[C:10]([F:12])[N:9]=[C:8]([I:14])[N:7]=1)([CH3:4])([CH3:3])[CH3:2], predict the reactants needed to synthesize it. The reactants are: [C:1]([NH:5][C:6]1[CH:11]=[C:10]([F:12])[N:9]=[C:8](N)[N:7]=1)([CH3:4])([CH3:3])[CH3:2].[I:14]CI.N(OCCC(C)C)=O. (2) Given the product [Cl:42][C:37]1[CH:36]=[C:35]([C:33](=[O:34])[CH3:32])[CH:40]=[CH:39][C:38]=1[O:41][C:2]1[N:7]=[C:6]([NH:8][C:9]2[CH:14]=[CH:13][C:12]([O:15][CH3:16])=[C:11]([Cl:17])[CH:10]=2)[N:5]=[C:4]([NH:18][CH:19]2[CH2:25][CH2:24][CH2:23][CH2:22][CH2:21][CH2:20]2)[N:3]=1, predict the reactants needed to synthesize it. The reactants are: Cl[C:2]1[N:7]=[C:6]([NH:8][C:9]2[CH:14]=[CH:13][C:12]([O:15][CH3:16])=[C:11]([Cl:17])[CH:10]=2)[N:5]=[C:4]([NH:18][CH:19]2[CH2:25][CH2:24][CH2:23][CH2:22][CH2:21][CH2:20]2)[N:3]=1.C(=O)([O-])[O-].[K+].[K+].[CH3:32][C:33]([C:35]1[CH:40]=[CH:39][C:38]([OH:41])=[C:37]([Cl:42])[CH:36]=1)=[O:34]. (3) Given the product [OH:10][C:9]1[CH:8]=[CH:7][C:6]([C:11](=[O:13])[CH3:12])=[CH:5][C:4]=1[CH2:1][CH:2]=[CH:3][CH2:17][OH:18], predict the reactants needed to synthesize it. The reactants are: [CH2:1]([C:4]1[CH:5]=[C:6]([C:11](=[O:13])[CH3:12])[CH:7]=[CH:8][C:9]=1[OH:10])[CH:2]=[CH2:3].C(O)/C=C\[CH2:17][OH:18]. (4) Given the product [NH2:28][C:27]1[C:22]([C:20]([NH:19][C@H:16]2[CH2:17][CH2:18][C@H:13]([C@H:4]([NH:5][C:6]([O:8][C:9]([CH3:12])([CH3:11])[CH3:10])=[O:7])[C:3]([OH:29])=[O:2])[CH2:14][CH2:15]2)=[O:21])=[N:23][CH:24]=[CH:25][N:26]=1, predict the reactants needed to synthesize it. The reactants are: C[O:2][C:3](=[O:29])[C@H:4]([C@H:13]1[CH2:18][CH2:17][C@H:16]([NH:19][C:20]([C:22]2[C:27]([NH2:28])=[N:26][CH:25]=[CH:24][N:23]=2)=[O:21])[CH2:15][CH2:14]1)[NH:5][C:6]([O:8][C:9]([CH3:12])([CH3:11])[CH3:10])=[O:7].[OH-].[Na+]. (5) Given the product [Cl:1][C:2]1[C:8]([N:9]2[CH2:14][CH2:13][CH:12]([C:15]([F:16])([F:17])[F:18])[CH2:11][CH2:10]2)=[CH:7][C:5]([NH2:6])=[C:4]([NH2:19])[CH:3]=1, predict the reactants needed to synthesize it. The reactants are: [Cl:1][C:2]1[C:8]([N:9]2[CH2:14][CH2:13][CH:12]([C:15]([F:18])([F:17])[F:16])[CH2:11][CH2:10]2)=[CH:7][C:5]([NH2:6])=[C:4]([N+:19]([O-])=O)[CH:3]=1.C1COCC1. (6) Given the product [CH3:1][S:2]([C:5]1[CH:6]=[CH:7][C:8]([N:11]2[CH:15]=[C:14]([C:16]([F:19])([F:18])[F:17])[N:13]=[C:12]2[C:21]2[CH:29]=[CH:28][C:24]3[O:25][CH2:26][O:27][C:23]=3[CH:22]=2)=[CH:9][CH:10]=1)(=[O:4])=[O:3], predict the reactants needed to synthesize it. The reactants are: [CH3:1][S:2]([C:5]1[CH:10]=[CH:9][C:8]([N:11]2[CH2:15][C:14](O)([C:16]([F:19])([F:18])[F:17])[N:13]=[C:12]2[C:21]2[CH:29]=[CH:28][C:24]3[O:25][CH2:26][O:27][C:23]=3[CH:22]=2)=[CH:7][CH:6]=1)(=[O:4])=[O:3].O.C1(C)C=CC(S(O)(=O)=O)=CC=1. (7) Given the product [Cl:1][C:2]1[CH:3]=[C:4]([N:10]2[CH:18]([CH:19]3[CH2:20][CH2:21][CH2:22][CH2:23]3)[CH:17]3[C:12]([C:13]4[CH:27]=[CH:26][C:25]([C:28]([O:30][CH2:39][C:36]5[CH:35]=[CH:34][C:33]([O:32][CH3:31])=[CH:38][CH:37]=5)=[O:29])=[CH:24][C:14]=4[CH2:15][CH2:16]3)=[N:11]2)[CH:5]=[CH:6][C:7]=1[C:8]#[N:9], predict the reactants needed to synthesize it. The reactants are: [Cl:1][C:2]1[CH:3]=[C:4]([N:10]2[CH:18]([CH:19]3[CH2:23][CH2:22][CH2:21][CH2:20]3)[CH:17]3[C:12]([C:13]4[CH:27]=[CH:26][C:25]([C:28]([OH:30])=[O:29])=[CH:24][C:14]=4[CH2:15][CH2:16]3)=[N:11]2)[CH:5]=[CH:6][C:7]=1[C:8]#[N:9].[CH3:31][O:32][C:33]1[CH:34]=[CH:35][C:36]([CH2:39]O)=[CH:37][CH:38]=1.